This data is from Reaction yield outcomes from USPTO patents with 853,638 reactions. The task is: Predict the reaction yield, written as a fraction of the theoretical maximum amount of product (1.0 means a 100% yield; for example, 0.34 means a 34% yield). (1) The reactants are [ClH:1].O1CCOC[CH2:3]1.C(OC([NH:15][C@H:16]1[CH2:24][O:23][C@H:19]([C:20]([OH:22])=[O:21])[CH2:18][CH2:17]1)=O)(C)(C)C. The catalyst is CO. The product is [ClH:1].[NH2:15][C@H:16]1[CH2:24][O:23][C@H:19]([C:20]([O:22][CH3:3])=[O:21])[CH2:18][CH2:17]1. The yield is 1.00. (2) The reactants are Cl[CH2:2][CH2:3][O:4][C:5]1[CH:14]=[C:13]2[C:8]([C:9]([O:15][C:16]3[C:17]([CH3:26])=[N:18][C:19]4[C:24]([CH:25]=3)=[CH:23][CH:22]=[CH:21][N:20]=4)=[CH:10][CH:11]=[N:12]2)=[CH:7][C:6]=1[O:27][CH3:28].C(=O)([O-])[O-].[K+].[K+].[OH:35][CH:36]1[CH2:41][CH2:40][CH2:39][NH:38][CH2:37]1. The catalyst is CN(C)C=O. The product is [CH3:28][O:27][C:6]1[CH:7]=[C:8]2[C:13](=[CH:14][C:5]=1[O:4][CH2:3][CH2:2][N:38]1[CH2:39][CH2:40][CH2:41][CH:36]([OH:35])[CH2:37]1)[N:12]=[CH:11][CH:10]=[C:9]2[O:15][C:16]1[C:17]([CH3:26])=[N:18][C:19]2[C:24]([CH:25]=1)=[CH:23][CH:22]=[CH:21][N:20]=2. The yield is 0.560. (3) The catalyst is O1CCOCC1.C1C=CC([P]([Pd]([P](C2C=CC=CC=2)(C2C=CC=CC=2)C2C=CC=CC=2)([P](C2C=CC=CC=2)(C2C=CC=CC=2)C2C=CC=CC=2)[P](C2C=CC=CC=2)(C2C=CC=CC=2)C2C=CC=CC=2)(C2C=CC=CC=2)C2C=CC=CC=2)=CC=1. The product is [Br:8][C:7]1[C:2]([CH3:10])=[N:3][CH:4]=[C:5]([F:9])[CH:6]=1. The reactants are Br[C:2]1[C:7]([Br:8])=[CH:6][C:5]([F:9])=[CH:4][N:3]=1.[CH3:10]B(O)O.C([O-])([O-])=O.[K+].[K+].O. The yield is 0.320. (4) The reactants are [Cl:1][C:2]1[CH:7]=[CH:6][C:5]([S:8]([NH2:11])(=[O:10])=[O:9])=[CH:4][C:3]=1[N+:12]([O-:14])=[O:13].N[C:16]1[CH:21]=[CH:20][CH:19]=[CH:18][CH:17]=1.N1C=CC=CC=1. The catalyst is C(Cl)Cl.C(OCC)(=O)C. The product is [Cl:1][C:2]1[CH:7]=[CH:6][C:5]([S:8]([NH:11][C:16]2[CH:21]=[CH:20][CH:19]=[CH:18][CH:17]=2)(=[O:9])=[O:10])=[CH:4][C:3]=1[N+:12]([O-:14])=[O:13]. The yield is 0.960. (5) The reactants are [Br:1][C:2]1[C:11]([Br:12])=[C:10]([CH3:13])[CH:9]=[C:8]2[C:3]=1[C:4]1(C)O[CH:7]2[CH:6]=[CH:5]1.[CH2:16]([OH:21])C(F)(F)F.[CH3:22][OH:23]. No catalyst specified. The product is [Br:1][C:2]1[C:3]([CH3:4])=[C:8]2[C:9](=[C:10]([CH3:13])[C:11]=1[Br:12])[C@H:22]([OH:23])[C@@H:5]([O:21][CH3:16])[CH:6]=[CH:7]2. The yield is 0.790. (6) The reactants are O=[C:2]1[CH2:11][N:10]2[C@H:12]3[CH2:17][CH2:16][N:15]([C:18]([O:20][CH2:21][CH3:22])=[O:19])[CH2:14][C@H:13]3[C:8]3[C:9]2=C([CH:5]=[CH:6][CH:7]=3)N1.[H-].[Na+].CI.[CH3:27][N:28]([CH:30]=[O:31])[CH3:29]. The catalyst is O. The product is [CH3:2][CH:11]1[N:10]2[C:12]3[CH2:17][CH2:16][N:15]([C:18]([O:20][CH2:21][CH3:22])=[O:19])[CH2:14][C:13]=3[C:8]3[C:9]2=[C:27]([CH:5]=[CH:6][CH:7]=3)[N:28]([CH3:29])[C:30]1=[O:31]. The yield is 0.640. (7) The reactants are ClC1C=C2C([C:6]3([C@@H:15](C4C=CN=C(Cl)C=4F)[C@H:14]([C:24](N[C@H]4CC[C@H](C5OC=NN=5)CC4)=[O:25])[N:13]([C@H](C4C=CC=CC=4)[C@@H](O)C4C=CC=CC=4)C43CCC(C)(C)CC4)[C:7](=O)N2)=CC=1.[C:60](=[O:63])(O)[O-:61].[Na+].[C:65](Cl)([O:67][CH2:68][C:69]1[CH:74]=[CH:73][CH:72]=[CH:71][CH:70]=1)=[O:66].[C:76](#N)C. The catalyst is O. The product is [CH2:68]([O:67][C:65]([NH:13][C@H:14]1[CH2:24][O:25][C@H:7]([C:60]([O:61][CH3:76])=[O:63])[CH2:6][CH2:15]1)=[O:66])[C:69]1[CH:74]=[CH:73][CH:72]=[CH:71][CH:70]=1. The yield is 0.810. (8) The reactants are N(C(OC(C)C)=O)=NC(OC(C)C)=O.[C:15]([O:19][C:20](=[O:35])[NH:21][C@H:22]([C:26]([N:28]1[CH2:33][CH2:32][CH:31]([OH:34])[CH2:30][CH2:29]1)=[O:27])[CH:23]([CH3:25])[CH3:24])([CH3:18])([CH3:17])[CH3:16].[CH3:36][C:37]1[C:38](O)=[N:39][CH:40]=[CH:41][N:42]=1.C1(P(C2C=CC=CC=2)C2C=CC=CC=2)C=CC=CC=1. The catalyst is C1(C)C=CC=CC=1. The product is [C:15]([O:19][C:20](=[O:35])[NH:21][C@H:22]([C:26]([N:28]1[CH2:33][CH2:32][CH:31]([O:34][C:38]2[C:37]([CH3:36])=[N:42][CH:41]=[CH:40][N:39]=2)[CH2:30][CH2:29]1)=[O:27])[CH:23]([CH3:25])[CH3:24])([CH3:17])([CH3:18])[CH3:16]. The yield is 0.710. (9) The reactants are [C:1]([O:5][C:6]([N:8]1[CH2:14][CH2:13][C:12]2[CH:15]=[CH:16][C:17]([O:19][CH3:20])=[CH:18][C:11]=2[CH2:10][CH2:9]1)=[O:7])([CH3:4])([CH3:3])[CH3:2].[N+:21]([O-])([OH:23])=[O:22]. The catalyst is C(O)(=O)C.C(OC(=O)C)(=O)C. The product is [C:1]([O:5][C:6]([N:8]1[CH2:14][CH2:13][C:12]2[CH:15]=[C:16]([N+:21]([O-:23])=[O:22])[C:17]([O:19][CH3:20])=[CH:18][C:11]=2[CH2:10][CH2:9]1)=[O:7])([CH3:4])([CH3:3])[CH3:2]. The yield is 0.250.